Dataset: Forward reaction prediction with 1.9M reactions from USPTO patents (1976-2016). Task: Predict the product of the given reaction. (1) Given the reactants [Br:1][C:2]1[CH:3]=[CH:4][C:5](=[O:8])[NH:6][CH:7]=1.[H-].[Na+].Br[CH2:12][C:13]([O:15][CH2:16][CH3:17])=[O:14], predict the reaction product. The product is: [Br:1][C:2]1[CH:3]=[CH:4][C:5](=[O:8])[N:6]([CH2:12][C:13]([O:15][CH2:16][CH3:17])=[O:14])[CH:7]=1. (2) Given the reactants [CH3:1][NH:2][CH2:3][CH2:4][CH2:5][CH2:6][OH:7].[N+:8]([O-:11])([OH:10])=[O:9].C([O-])(O)=O.[Na+], predict the reaction product. The product is: [N+:8]([O-:11])([O-:10])=[O:9].[CH3:1][NH2+:2][CH2:3][CH2:4][CH2:5][CH2:6][O:7][N+:8]([O-:10])=[O:9]. (3) Given the reactants Br[C:2]1[S:3][C:4]([C:7]2[CH:12]=[CH:11][C:10]([C:13]3[CH:14]=[N:15][N:16]([CH3:18])[CH:17]=3)=[CH:9][C:8]=2[Cl:19])=[N:5][N:6]=1.[CH3:20][N:21]1[CH2:28][C@@H:27]2[C@@H:23]([CH2:24][NH:25][CH2:26]2)[CH2:22]1, predict the reaction product. The product is: [Cl:19][C:8]1[CH:9]=[C:10]([C:13]2[CH:14]=[N:15][N:16]([CH3:18])[CH:17]=2)[CH:11]=[CH:12][C:7]=1[C:4]1[S:3][C:2]([N:25]2[CH2:26][C@@H:27]3[C@@H:23]([CH2:22][N:21]([CH3:20])[CH2:28]3)[CH2:24]2)=[N:6][N:5]=1. (4) Given the reactants [CH3:1][C:2]1[CH:3]=[C:4]([C:8]2[N:9]=[C:10]3[CH:15]=[CH:14][CH:13]=[N:12][N:11]3[C:16]=2[C:17]2[CH:22]=[CH:21][N:20]=[C:19]([NH2:23])[CH:18]=2)[CH:5]=[CH:6][CH:7]=1.C(N([CH2:29][CH3:30])CC)C.[C:31]1([S:37](Cl)(=[O:39])=[O:38])[CH:36]=[CH:35][CH:34]=[CH:33][CH:32]=1.C(=O)([O-])O.[Na+], predict the reaction product. The product is: [CH3:1][C:2]1[CH:3]=[C:4]([C:8]2[N:9]=[C:10]3[CH:15]=[CH:14][CH:13]=[N:12][N:11]3[C:16]=2[C:17]2[CH:22]=[CH:21][N:20]=[C:19]([N:23]([S:37]([C:30]3[CH:29]=[CH:33][CH:32]=[CH:31][CH:36]=3)(=[O:39])=[O:38])[S:37]([C:31]3[CH:36]=[CH:35][CH:34]=[CH:33][CH:32]=3)(=[O:39])=[O:38])[CH:18]=2)[CH:5]=[CH:6][CH:7]=1. (5) Given the reactants C[O-].[Na+].[SH:4][CH2:5][C:6]([O:8][CH3:9])=[O:7].Cl/[C:11](/[C:15]1[CH:20]=[CH:19][C:18]([F:21])=[C:17]([F:22])[CH:16]=1)=[CH:12]\[C:13]#[N:14].O, predict the reaction product. The product is: [NH2:14][C:13]1[CH:12]=[C:11]([C:15]2[CH:20]=[CH:19][C:18]([F:21])=[C:17]([F:22])[CH:16]=2)[S:4][C:5]=1[C:6]([O:8][CH3:9])=[O:7]. (6) Given the reactants C(=O)([O-])[O-].[K+].[K+].Cl[C:8]1[CH:13]=[C:12]([C:14]2[CH:15]=[CH:16][CH:17]=[C:18]3[C:22]=2[NH:21][N:20]=[C:19]3[NH2:23])[N:11]=[C:10]2[N:24]([CH3:27])[N:25]=[CH:26][C:9]=12.[CH3:28][S:29]([C:32]1[CH:37]=[CH:36][C:35]([OH:38])=[CH:34][CH:33]=1)(=[O:31])=[O:30], predict the reaction product. The product is: [CH3:27][N:24]1[C:10]2=[N:11][C:12]([C:14]3[CH:15]=[CH:16][CH:17]=[C:18]4[C:22]=3[NH:21][N:20]=[C:19]4[NH2:23])=[CH:13][C:8]([O:38][C:35]3[CH:34]=[CH:33][C:32]([S:29]([CH3:28])(=[O:31])=[O:30])=[CH:37][CH:36]=3)=[C:9]2[CH:26]=[N:25]1. (7) Given the reactants Br[C:2]1[CH:3]=[C:4]([CH2:9][NH:10][C:11]([C:13]2[CH:18]=[CH:17][CH:16]=[C:15]([C:19]([NH:21][CH2:22][C:23]3[C:24]([NH:36][CH:37]4[CH2:42][CH2:41][O:40][CH2:39][CH2:38]4)=[C:25]4[CH:33]=[N:32][N:31]([CH2:34][CH3:35])[C:26]4=[N:27][C:28]=3[CH2:29][CH3:30])=[O:20])[N:14]=2)=[O:12])[CH:5]=[CH:6][C:7]=1[F:8].CC1(C)C(C)(C)OB([C:51]2[CH:52]=[C:53]([CH2:57][CH:58]3[CH2:63][CH2:62][N:61]([C:64]([O:66][C:67]([CH3:70])([CH3:69])[CH3:68])=[O:65])[CH2:60][CH2:59]3)[CH:54]=[CH:55][CH:56]=2)O1.C([O-])([O-])=O.[Na+].[Na+], predict the reaction product. The product is: [CH2:34]([N:31]1[C:26]2=[N:27][C:28]([CH2:29][CH3:30])=[C:23]([CH2:22][NH:21][C:19]([C:15]3[N:14]=[C:13]([C:11]([NH:10][CH2:9][C:4]4[CH:5]=[CH:6][C:7]([F:8])=[C:2]([C:55]5[CH:56]=[CH:51][CH:52]=[C:53]([CH2:57][CH:58]6[CH2:59][CH2:60][N:61]([C:64]([O:66][C:67]([CH3:70])([CH3:69])[CH3:68])=[O:65])[CH2:62][CH2:63]6)[CH:54]=5)[CH:3]=4)=[O:12])[CH:18]=[CH:17][CH:16]=3)=[O:20])[C:24]([NH:36][CH:37]3[CH2:42][CH2:41][O:40][CH2:39][CH2:38]3)=[C:25]2[CH:33]=[N:32]1)[CH3:35].